Dataset: Full USPTO retrosynthesis dataset with 1.9M reactions from patents (1976-2016). Task: Predict the reactants needed to synthesize the given product. (1) Given the product [CH3:35][N:36]([CH3:42])[CH:37]1[CH2:41][CH2:40][N:39]([C:25]([C:21]2[N:22]([CH3:24])[CH:23]=[C:19]([C:12]3[CH:11]=[C:10]4[C:15]([CH2:16][CH:17]([CH3:18])[N:8]([C:6]5[CH:5]=[C:4]([N:28]6[CH2:29][CH2:30][N:31]([CH3:34])[CH2:32][CH2:33]6)[N:3]=[C:2]([NH2:1])[N:7]=5)[CH2:9]4)=[CH:14][CH:13]=3)[CH:20]=2)=[O:26])[CH2:38]1, predict the reactants needed to synthesize it. The reactants are: [NH2:1][C:2]1[N:7]=[C:6]([N:8]2[CH:17]([CH3:18])[CH2:16][C:15]3[C:10](=[CH:11][C:12]([C:19]4[CH:20]=[C:21]([C:25](O)=[O:26])[N:22]([CH3:24])[CH:23]=4)=[CH:13][CH:14]=3)[CH2:9]2)[CH:5]=[C:4]([N:28]2[CH2:33][CH2:32][N:31]([CH3:34])[CH2:30][CH2:29]2)[N:3]=1.[CH3:35][N:36]([CH3:42])[CH:37]1[CH2:41][CH2:40][NH:39][CH2:38]1. (2) Given the product [O:15]=[C:6]1[N:5]([CH2:4][C:3]([OH:16])=[O:2])[C:10]2[CH:11]=[CH:12][CH:13]=[CH:14][C:9]=2[O:8][CH2:7]1, predict the reactants needed to synthesize it. The reactants are: C[O:2][C:3](=[O:16])[CH2:4][N:5]1[C:10]2[CH:11]=[CH:12][CH:13]=[CH:14][C:9]=2[O:8][CH2:7][C:6]1=[O:15].[OH-].[Na+]. (3) Given the product [CH2:23]([O:22][C:20]([N:18]1[CH2:19][CH:16]([C:31]2[CH:32]=[C:33]3[S:39][C:38]([C:40]([O:42][CH3:43])=[O:41])=[C:37]([NH:44][C:45]([O:47][C:48]([CH3:51])([CH3:50])[CH3:49])=[O:46])[C:34]3=[N:35][CH:36]=2)[CH2:17]1)=[O:21])[C:24]1[CH:29]=[CH:28][CH:27]=[CH:26][CH:25]=1, predict the reactants needed to synthesize it. The reactants are: BrCCBr.CN(C=O)C.Cl[Si](C)(C)C.I[CH:16]1[CH2:19][N:18]([C:20]([O:22][CH2:23][C:24]2[CH:29]=[CH:28][CH:27]=[CH:26][CH:25]=2)=[O:21])[CH2:17]1.Br[C:31]1[CH:32]=[C:33]2[S:39][C:38]([C:40]([O:42][CH3:43])=[O:41])=[C:37]([NH:44][C:45]([O:47][C:48]([CH3:51])([CH3:50])[CH3:49])=[O:46])[C:34]2=[N:35][CH:36]=1.O1C=CC=C1P(C1OC=CC=1)C1OC=CC=1. (4) Given the product [CH3:13][C:12]1[O:11][C:10]([C:14]([OH:16])=[O:15])=[CH:9][C:8]=1[CH2:7][O:6][C:5]1[CH:17]=[CH:18][C:2]([C:25]2[CH:24]=[CH:23][C:22]([O:21][C:20]([F:19])([F:31])[F:32])=[CH:27][CH:26]=2)=[CH:3][CH:4]=1, predict the reactants needed to synthesize it. The reactants are: I[C:2]1[CH:18]=[CH:17][C:5]([O:6][CH2:7][C:8]2[CH:9]=[C:10]([C:14]([OH:16])=[O:15])[O:11][C:12]=2[CH3:13])=[CH:4][CH:3]=1.[F:19][C:20]([F:32])([F:31])[O:21][C:22]1[CH:27]=[CH:26][C:25](B(O)O)=[CH:24][CH:23]=1. (5) Given the product [C:1]([O:5][C:6]([NH:8][C@@H:9]1[C@H:14]([NH:15][C:16]2[N:21]=[C:20]([CH2:41][CH2:40][C:39]3[CH:51]=[CH:52][C:36]([Cl:35])=[CH:37][CH:38]=3)[C:19]3[C:23](=[O:33])[N:24]([C:26]([O:28][C:29]([CH3:31])([CH3:30])[CH3:32])=[O:27])[CH2:25][C:18]=3[C:17]=2[F:34])[CH2:13][CH2:12][O:11][CH2:10]1)=[O:7])([CH3:3])([CH3:2])[CH3:4], predict the reactants needed to synthesize it. The reactants are: [C:1]([O:5][C:6]([NH:8][C@@H:9]1[C@H:14]([NH:15][C:16]2[N:21]=[C:20](Cl)[C:19]3[C:23](=[O:33])[N:24]([C:26]([O:28][C:29]([CH3:32])([CH3:31])[CH3:30])=[O:27])[CH2:25][C:18]=3[C:17]=2[F:34])[CH2:13][CH2:12][O:11][CH2:10]1)=[O:7])([CH3:4])([CH3:3])[CH3:2].[Cl:35][C:36]1[CH:52]=[CH:51][C:39]([CH2:40][CH2:41]B2OC(C)(C)C(C)(C)O2)=[CH:38][CH:37]=1.C(=O)([O-])[O-].[Na+].[Na+].